This data is from Reaction yield outcomes from USPTO patents with 853,638 reactions. The task is: Predict the reaction yield, written as a fraction of the theoretical maximum amount of product (1.0 means a 100% yield; for example, 0.34 means a 34% yield). (1) The reactants are [OH:1][C:2]1([CH2:10][O:11][C:12]2[CH:17]=[C:16]([CH3:18])[C:15]([C:19]3[CH:24]=[CH:23][CH:22]=[C:21]([CH2:25][O:26][C:27]4[CH:40]=[CH:39][C:30]5[C@H:31]([CH2:34][C:35]([O:37]C)=[O:36])[CH2:32][O:33][C:29]=5[CH:28]=4)[CH:20]=3)=[C:14]([CH3:41])[CH:13]=2)[CH2:7][CH2:6][S:5](=[O:9])(=[O:8])[CH2:4][CH2:3]1.CO.[OH-].[Na+].Cl. The catalyst is O.O1CCCC1. The product is [OH:1][C:2]1([CH2:10][O:11][C:12]2[CH:17]=[C:16]([CH3:18])[C:15]([C:19]3[CH:24]=[CH:23][CH:22]=[C:21]([CH2:25][O:26][C:27]4[CH:40]=[CH:39][C:30]5[C@H:31]([CH2:34][C:35]([OH:37])=[O:36])[CH2:32][O:33][C:29]=5[CH:28]=4)[CH:20]=3)=[C:14]([CH3:41])[CH:13]=2)[CH2:3][CH2:4][S:5](=[O:8])(=[O:9])[CH2:6][CH2:7]1. The yield is 0.760. (2) The reactants are C1C2C(COC(=O)[NH:17][C:18]3[CH:23]=[CH:22][C:21]([S:24][C:25]4[CH:30]=[CH:29][C:28]([C:31](=[O:42])[NH:32][C:33]5[S:34][C:35]([C:38]([CH3:41])([CH3:40])[CH3:39])=[CH:36][N:37]=5)=[CH:27][C:26]=4[NH:43][C:44]4[C:45]5[CH:53]=[CH:52][C:51]([CH:54]([CH3:56])[CH3:55])=[N:50][C:46]=5[N:47]=[CH:48][N:49]=4)=[CH:20][CH:19]=3)C3C(=CC=CC=3)C=2C=CC=1.O.[OH-].[Li+].Cl. The catalyst is O1CCOCC1.O.C(OCC)(=O)C. The product is [NH2:17][C:18]1[CH:23]=[CH:22][C:21]([S:24][C:25]2[CH:30]=[CH:29][C:28]([C:31]([NH:32][C:33]3[S:34][C:35]([C:38]([CH3:39])([CH3:40])[CH3:41])=[CH:36][N:37]=3)=[O:42])=[CH:27][C:26]=2[NH:43][C:44]2[C:45]3[CH:53]=[CH:52][C:51]([CH:54]([CH3:56])[CH3:55])=[N:50][C:46]=3[N:47]=[CH:48][N:49]=2)=[CH:20][CH:19]=1. The yield is 0.650.